From a dataset of Catalyst prediction with 721,799 reactions and 888 catalyst types from USPTO. Predict which catalyst facilitates the given reaction. Reactant: [Cl:1][C:2]1[CH:7]=[CH:6][CH:5]=[C:4]([F:8])[C:3]=1[C:9]1[C:13]([C:14]([O:16][CH3:17])=[O:15])=[C:12]([C:18]2[CH:19]=[N:20][N:21]([CH2:27][CH2:28][O:29]C)[C:22]=2[C:23]([F:26])([F:25])[F:24])[O:11][N:10]=1.O. Product: [Cl:1][C:2]1[CH:7]=[CH:6][CH:5]=[C:4]([F:8])[C:3]=1[C:9]1[C:13]([C:14]([O:16][CH3:17])=[O:15])=[C:12]([C:18]2[CH:19]=[N:20][N:21]([CH2:27][CH2:28][OH:29])[C:22]=2[C:23]([F:25])([F:24])[F:26])[O:11][N:10]=1. The catalyst class is: 2.